From a dataset of Full USPTO retrosynthesis dataset with 1.9M reactions from patents (1976-2016). Predict the reactants needed to synthesize the given product. (1) Given the product [NH:1]1[C:5]2[CH:6]=[CH:7][CH:8]=[CH:9][C:4]=2[N:3]=[C:2]1[CH2:10][N:11]([CH2:22][C:23]1[CH:30]=[CH:29][C:26]([CH2:27][N:31]2[CH2:36][CH2:35][O:34][CH2:33][CH2:32]2)=[CH:25][CH:24]=1)[CH:12]1[C:21]2[N:20]=[CH:19][CH:18]=[CH:17][C:16]=2[CH2:15][CH2:14][CH2:13]1, predict the reactants needed to synthesize it. The reactants are: [NH:1]1[C:5]2[CH:6]=[CH:7][CH:8]=[CH:9][C:4]=2[N:3]=[C:2]1[CH2:10][N:11]([CH2:22][C:23]1[CH:30]=[CH:29][C:26]([CH:27]=O)=[CH:25][CH:24]=1)[CH:12]1[C:21]2[N:20]=[CH:19][CH:18]=[CH:17][C:16]=2[CH2:15][CH2:14][CH2:13]1.[NH:31]1[CH2:36][CH2:35][O:34][CH2:33][CH2:32]1.C([BH3-])#N.[Na+]. (2) Given the product [C:66]([NH:65][CH2:64][C:63]1[CH:62]=[CH:61][C:60]([C@H:58]([NH:57][C:21](=[O:23])[CH2:20][CH:12]2[N:11]([S:1]([C:4]3[CH:10]=[CH:9][C:7]([CH3:8])=[CH:6][CH:5]=3)(=[O:3])=[O:2])[CH2:16][CH2:15][N:14]3[CH:17]=[CH:18][CH:19]=[C:13]23)[CH3:59])=[CH:71][CH:70]=1)([CH3:69])([CH3:67])[CH3:68], predict the reactants needed to synthesize it. The reactants are: [S:1]([N:11]1[CH2:16][CH2:15][N:14]2[CH:17]=[CH:18][CH:19]=[C:13]2[CH:12]1[CH2:20][C:21]([OH:23])=O)([C:4]1[CH:10]=[CH:9][C:7]([CH3:8])=[CH:6][CH:5]=1)(=[O:3])=[O:2].CCN(C(C)C)C(C)C.CN(C(ON1N=NC2C=CC=NC1=2)=[N+](C)C)C.F[P-](F)(F)(F)(F)F.[NH2:57][C@@H:58]([C:60]1[CH:71]=[CH:70][C:63]([CH2:64][NH:65][C:66]([CH3:69])([CH3:68])[CH3:67])=[CH:62][CH:61]=1)[CH3:59].